Dataset: Aqueous solubility values for 9,982 compounds from the AqSolDB database. Task: Regression/Classification. Given a drug SMILES string, predict its absorption, distribution, metabolism, or excretion properties. Task type varies by dataset: regression for continuous measurements (e.g., permeability, clearance, half-life) or binary classification for categorical outcomes (e.g., BBB penetration, CYP inhibition). For this dataset (solubility_aqsoldb), we predict Y. (1) The molecule is CCCC(c1cc(C(C)(C)C)c(O)cc1C)c1cc(C(C)(C)C)c(O)cc1C. The Y is -7.98 log mol/L. (2) The compound is CCCC(CC)COC(=O)CCc1cc(C(C)(C)C)c(O)c(C(C)(C)C)c1. The Y is -7.10 log mol/L. (3) The molecule is O=C(c1ccccc1I)N(O)c1ccccc1. The Y is -3.53 log mol/L.